Dataset: Reaction yield outcomes from USPTO patents with 853,638 reactions. Task: Predict the reaction yield, written as a fraction of the theoretical maximum amount of product (1.0 means a 100% yield; for example, 0.34 means a 34% yield). (1) The reactants are [CH:1]1[C:10]2[CH:9]=[CH:8][CH:7]=[C:6]([NH2:11])[C:5]=2[CH:4]=[CH:3][N:2]=1.CCN(C(C)C)C(C)C.[N:21]([CH:24]1[CH2:28][CH2:27][CH2:26][CH2:25]1)=[C:22]=[O:23]. The catalyst is C(Cl)Cl. The product is [CH:24]1([NH:21][C:22]([NH:11][C:6]2[CH:7]=[CH:8][CH:9]=[C:10]3[C:5]=2[CH2:4][CH2:3][N:2]=[CH:1]3)=[O:23])[CH2:28][CH2:27][CH2:26][CH2:25]1. The yield is 0.830. (2) The reactants are [Cl:1][C:2]1[NH:6][N:5]=[C:4]([C:7]([OH:9])=O)[CH:3]=1.O=S(Cl)Cl.[Cl:14][C:15]1[CH:21]=[C:20]([F:22])[CH:19]=[CH:18][C:16]=1[NH2:17]. The catalyst is CN(C1C=CN=CC=1)C.C(Cl)Cl. The product is [Cl:1][C:2]1[NH:6][N:5]=[C:4]([C:7]([NH:17][C:16]2[CH:18]=[CH:19][C:20]([F:22])=[CH:21][C:15]=2[Cl:14])=[O:9])[CH:3]=1. The yield is 0.390. (3) The reactants are [H-].[Al+3].[Li+].[H-].[H-].[H-].[OH:7][C:8]1[CH:13]=[CH:12][C:11]([C:14]([CH3:18])([CH3:17])[C:15]#[N:16])=[CH:10][CH:9]=1.[C:19](O[C:19]([O:21][C:22]([CH3:25])([CH3:24])[CH3:23])=[O:20])([O:21][C:22]([CH3:25])([CH3:24])[CH3:23])=[O:20]. The catalyst is O1CCCC1. The product is [C:22]([O:21][C:19](=[O:20])[NH:16][CH2:15][C:14]([C:11]1[CH:10]=[CH:9][C:8]([OH:7])=[CH:13][CH:12]=1)([CH3:18])[CH3:17])([CH3:25])([CH3:24])[CH3:23]. The yield is 0.0500. (4) The reactants are [CH3:1][C:2]1[C:6]2[C:7](=[O:18])[N:8]([CH2:11][CH2:12][N:13]3[CH2:17][CH2:16][CH2:15][CH2:14]3)[CH2:9][CH2:10][C:5]=2[NH:4][C:3]=1[CH:19]=O.[F:21][C:22]1[CH:23]=[C:24]2[C:28](=[CH:29][C:30]=1[NH2:31])[NH:27][C:26](=[O:32])[CH2:25]2. No catalyst specified. The product is [NH2:31][C:30]1[CH:29]=[C:28]2[C:24]([C:25](=[CH:19][C:3]3[NH:4][C:5]4[CH2:10][CH2:9][N:8]([CH2:11][CH2:12][N:13]5[CH2:14][CH2:15][CH2:16][CH2:17]5)[C:7](=[O:18])[C:6]=4[C:2]=3[CH3:1])[C:26](=[O:32])[NH:27]2)=[CH:23][C:22]=1[F:21]. The yield is 0.540. (5) The catalyst is C1COCC1. The yield is 0.700. The product is [Br:1][C:2]1[CH:3]=[C:4]2[C:9](=[C:10]([P:12](=[O:19])([O:16][CH2:17][CH3:18])[O:13][CH2:14][CH3:15])[CH:11]=1)[N:8]=[C:7]([CH:20]([O:25][CH2:28][O:29][CH3:30])[CH2:21][CH:22]([CH3:23])[CH3:24])[CH:6]=[CH:5]2. The reactants are [Br:1][C:2]1[CH:3]=[C:4]2[C:9](=[C:10]([P:12](=[O:19])([O:16][CH2:17][CH3:18])[O:13][CH2:14][CH3:15])[CH:11]=1)[N:8]=[C:7]([CH:20]([OH:25])[CH2:21][CH:22]([CH3:24])[CH3:23])[CH:6]=[CH:5]2.[H-].[Na+].[CH3:28][O:29][CH2:30]Cl.[NH4+].[Cl-].